This data is from PAMPA (Parallel Artificial Membrane Permeability Assay) permeability data from NCATS. The task is: Regression/Classification. Given a drug SMILES string, predict its absorption, distribution, metabolism, or excretion properties. Task type varies by dataset: regression for continuous measurements (e.g., permeability, clearance, half-life) or binary classification for categorical outcomes (e.g., BBB penetration, CYP inhibition). Dataset: pampa_ncats. The drug is CC1=CC=C(C=C1)COC2=C(C=C(C=C2)C(=S)N3CCN(CC3)CCO)OC. The result is 1 (high permeability).